From a dataset of Reaction yield outcomes from USPTO patents with 853,638 reactions. Predict the reaction yield, written as a fraction of the theoretical maximum amount of product (1.0 means a 100% yield; for example, 0.34 means a 34% yield). (1) The reactants are [F:1][C:2]1[CH:7]=[CH:6][C:5]([C:8]2[N:9]=[C:10]3[N:14]([C:15]=2[C:16]2[CH:21]=[CH:20][N:19]=[C:18](SC)[N:17]=2)[CH:13]=[CH:12][S:11]3)=[CH:4][CH:3]=1.F[C:25]1C=CC(C2N=C3N(C=2)C=CS3)=CC=1.O[O:40][S:41]([O-:43])=O.[K+]. The catalyst is CO.O. The product is [F:1][C:2]1[CH:7]=[CH:6][C:5]([C:8]2[N:9]=[C:10]3[N:14]([C:15]=2[C:16]2[CH:21]=[CH:20][N:19]=[C:18]([S:41]([CH3:25])(=[O:43])=[O:40])[N:17]=2)[CH:13]=[CH:12][S:11]3)=[CH:4][CH:3]=1. The yield is 0.980. (2) The reactants are [NH:1]1[C:9]2[C:4](=[CH:5][CH:6]=[CH:7][CH:8]=2)[C:3]([CH2:10][C:11]#[N:12])=[CH:2]1.C[Si]([N-][Si](C)(C)C)(C)C.[Na+].Br[CH2:24][C:25]1[C:26]2[CH:33]=[C:32]([Cl:34])[CH:31]=[CH:30][C:27]=2[S:28][CH:29]=1. The catalyst is C1COCC1.CCOC(C)=O. The product is [Cl:34][C:32]1[CH:31]=[CH:30][C:27]2[S:28][CH:29]=[C:25]([CH2:24][N:1]3[C:9]4[C:4](=[CH:5][CH:6]=[CH:7][CH:8]=4)[C:3]([CH2:10][C:11]#[N:12])=[CH:2]3)[C:26]=2[CH:33]=1. The yield is 0.280. (3) The reactants are [CH:1]1([C:4]2[C:13]3[C:8](=[CH:9][CH:10]=[CH:11][CH:12]=3)[C:7]([N:14]=[C:15]=[S:16])=[CH:6][CH:5]=2)[CH2:3][CH2:2]1.Cl.[NH2:18][NH:19][C:20](N)=[NH:21].C(N(C(C)C)CC)(C)C. The catalyst is CN(C)C=O. The product is [NH2:21][C:20]1[N:14]([C:7]2[C:8]3[C:13](=[CH:12][CH:11]=[CH:10][CH:9]=3)[C:4]([CH:1]3[CH2:3][CH2:2]3)=[CH:5][CH:6]=2)[C:15]([SH:16])=[N:18][N:19]=1. The yield is 0.440. (4) The product is [Br:21][C:22]1[CH:28]=[CH:27][C:26]([C:29]([F:31])([F:32])[F:30])=[CH:25][C:23]=1[NH:24][C:2](=[O:9])[C:3]1[CH:8]=[CH:7][N:6]=[CH:5][CH:4]=1. The catalyst is O. The reactants are Cl.[C:2](Cl)(=[O:9])[C:3]1[CH:8]=[CH:7][N:6]=[CH:5][CH:4]=1.C(N(CC)CC)C.ClCCl.[Br:21][C:22]1[CH:28]=[CH:27][C:26]([C:29]([F:32])([F:31])[F:30])=[CH:25][C:23]=1[NH2:24]. The yield is 0.448. (5) The reactants are N1C(Cl)=NC(Cl)=NC=1[Cl:3].CN(C)C=O.[Br:15][C:16]1[C:17]([O:27][CH3:28])=[C:18]([CH:24](O)[CH3:25])[CH:19]=[C:20]([Cl:23])[C:21]=1[CH3:22]. The catalyst is C(Cl)Cl. The product is [Br:15][C:16]1[C:21]([CH3:22])=[C:20]([Cl:23])[CH:19]=[C:18]([CH:24]([Cl:3])[CH3:25])[C:17]=1[O:27][CH3:28]. The yield is 0.600. (6) The reactants are C([O:8][C:9]1[C:10](=[O:29])[N:11]([CH:26]([CH3:28])[CH3:27])[CH:12]=[C:13]([C:15]2[CH:20]=[CH:19][C:18]([Cl:21])=[C:17]([C:22]([F:25])([F:24])[F:23])[CH:16]=2)[CH:14]=1)C1C=CC=CC=1.C(S)C.B(F)(F)F.O(CC)CC. The catalyst is C(Cl)Cl.CO. The product is [Cl:21][C:18]1[CH:19]=[CH:20][C:15]([C:13]2[CH:14]=[C:9]([OH:8])[C:10](=[O:29])[N:11]([CH:26]([CH3:28])[CH3:27])[CH:12]=2)=[CH:16][C:17]=1[C:22]([F:25])([F:23])[F:24]. The yield is 0.360. (7) The reactants are [Cl-].O[NH3+:3].[C:4](=[O:7])([O-])[OH:5].[Na+].CS(C)=O.[CH2:13]([C:15]1[N:16]=[C:17]([CH2:47][CH2:48][CH3:49])[N:18]([CH2:32][C:33]2[CH:38]=[CH:37][C:36]([C:39]3[C:40]([C:45]#[N:46])=[CH:41][CH:42]=[CH:43][CH:44]=3)=[CH:35][CH:34]=2)[C:19](=[O:31])[C:20]=1[C:21]1[CH:26]=[CH:25][C:24]([O:27][CH2:28][CH2:29][CH3:30])=[CH:23][CH:22]=1)[CH3:14]. The catalyst is O. The product is [CH2:13]([C:15]1[N:16]=[C:17]([CH2:47][CH2:48][CH3:49])[N:18]([CH2:32][C:33]2[CH:34]=[CH:35][C:36]([C:39]3[CH:44]=[CH:43][CH:42]=[CH:41][C:40]=3[C:45]3[NH:3][C:4](=[O:7])[O:5][N:46]=3)=[CH:37][CH:38]=2)[C:19](=[O:31])[C:20]=1[C:21]1[CH:22]=[CH:23][C:24]([O:27][CH2:28][CH2:29][CH3:30])=[CH:25][CH:26]=1)[CH3:14]. The yield is 0.660. (8) The reactants are [O:1]1[CH2:5][CH2:4][CH2:3][C:2]1=[O:6].[C:7]1([Li])[CH:12]=[CH:11][CH:10]=[CH:9][CH:8]=1. The catalyst is C(OCC)C. The product is [OH:1][CH2:5][CH2:4][CH2:3][C:2]([C:7]1[CH:12]=[CH:11][CH:10]=[CH:9][CH:8]=1)=[O:6]. The yield is 0.970. (9) The reactants are [C:1]([C:4]1[CH:5]=[C:6]([Cl:20])[C:7]([CH3:19])=[C:8]([C:17]#[N:18])[C:9]=1[C:10]1[CH:15]=[CH:14][CH:13]=[C:12]([F:16])[CH:11]=1)(=[O:3])[CH3:2].[Br:21]N1C(=O)CCC1=O.C(OOC(=O)C1C=CC=CC=1)(=O)C1C=CC=CC=1. The catalyst is C(Cl)(Cl)(Cl)Cl.ClCCl. The product is [C:1]([C:4]1[CH:5]=[C:6]([Cl:20])[C:7]([CH2:19][Br:21])=[C:8]([C:17]#[N:18])[C:9]=1[C:10]1[CH:15]=[CH:14][CH:13]=[C:12]([F:16])[CH:11]=1)(=[O:3])[CH3:2]. The yield is 0.450. (10) The reactants are [Br:1][C:2]1[C:3](=[O:17])[NH:4][C:5](=[O:16])[N:6]([CH2:8][CH2:9][C:10]2[CH:15]=[CH:14][CH:13]=[CH:12][CH:11]=2)[N:7]=1.[F:18]C1C=CC(CCI)=CC=1.C(I)CC1C=CC=CC=1. No catalyst specified. The product is [Br:1][C:2]1[C:3](=[O:17])[NH:4][C:5](=[O:16])[N:6]([CH2:8][CH2:9][C:10]2[CH:15]=[CH:14][C:13]([F:18])=[CH:12][CH:11]=2)[N:7]=1. The yield is 0.420.